This data is from Reaction yield outcomes from USPTO patents with 853,638 reactions. The task is: Predict the reaction yield, written as a fraction of the theoretical maximum amount of product (1.0 means a 100% yield; for example, 0.34 means a 34% yield). (1) The catalyst is CN(C)C=O. The product is [O:15]1[CH:19]=[CH:18][C:17]([C:20]2[N:24]([CH3:25])[N:23]=[CH:22][C:21]=2/[CH:26]=[CH:27]/[C:28]([NH:1][C:2]2[CH:14]=[CH:13][C:5]([CH2:6][P:7](=[O:12])([O:8][CH3:9])[O:10][CH3:11])=[CH:4][CH:3]=2)=[O:29])=[CH:16]1. The reactants are [NH2:1][C:2]1[CH:14]=[CH:13][C:5]([CH2:6][P:7](=[O:12])([O:10][CH3:11])[O:8][CH3:9])=[CH:4][CH:3]=1.[O:15]1[CH:19]=[CH:18][C:17]([C:20]2[N:24]([CH3:25])[N:23]=[CH:22][C:21]=2/[CH:26]=[CH:27]/[C:28](O)=[O:29])=[CH:16]1.O.ON1C2C=CC=CC=2N=N1.Cl.C(N=C=NCCCN(C)C)C.Cl. The yield is 0.300. (2) The reactants are Br[C:2]1[C:15]2[C:16]3=[C:17]4[C:12](=[CH:13][CH:14]=2)[CH:11]=[CH:10][C:9]([C:18]2[C:27]5[C:22](=[CH:23][CH:24]=[CH:25][CH:26]=5)[CH:21]=[CH:20][CH:19]=2)=[C:8]4[CH:7]=[CH:6][C:5]3=[CH:4][CH:3]=1.[B:28]1([B:28]2[O:32][C:31]([CH3:34])([CH3:33])[C:30]([CH3:36])([CH3:35])[O:29]2)[O:32][C:31]([CH3:34])([CH3:33])[C:30]([CH3:36])([CH3:35])[O:29]1.C([O-])(=O)C.[K+]. The catalyst is C1C=CC([P]([Pd]([P](C2C=CC=CC=2)(C2C=CC=CC=2)C2C=CC=CC=2)([P](C2C=CC=CC=2)(C2C=CC=CC=2)C2C=CC=CC=2)[P](C2C=CC=CC=2)(C2C=CC=CC=2)C2C=CC=CC=2)(C2C=CC=CC=2)C2C=CC=CC=2)=CC=1.O1CCOCC1. The product is [CH3:35][C:30]1([CH3:36])[C:31]([CH3:34])([CH3:33])[O:32][B:28]([C:2]2[C:15]3[C:16]4=[C:17]5[C:12](=[CH:13][CH:14]=3)[CH:11]=[CH:10][C:9]([C:18]3[C:27]6[C:22](=[CH:23][CH:24]=[CH:25][CH:26]=6)[CH:21]=[CH:20][CH:19]=3)=[C:8]5[CH:7]=[CH:6][C:5]4=[CH:4][CH:3]=2)[O:29]1. The yield is 0.700. (3) The yield is 0.660. The reactants are [C:1]([C:5]1[CH:20]=[CH:19][C:8]([C:9]([NH:11][C:12]2[C:13]([NH2:18])=[CH:14][CH:15]=[CH:16][CH:17]=2)=[O:10])=[CH:7][CH:6]=1)([CH3:4])([CH3:3])[CH3:2].[Cl:21][C:22]1[CH:30]=[CH:29][C:25]([C:26](Cl)=[O:27])=[CH:24][CH:23]=1.C(=O)([O-])[O-].[K+].[K+].[OH-].[Na+]. The product is [C:1]([C:5]1[CH:20]=[CH:19][C:8]([C:9]([NH:11][C:12]2[C:13]([NH:18][C:26](=[O:27])[C:25]3[CH:29]=[CH:30][C:22]([Cl:21])=[CH:23][CH:24]=3)=[CH:14][CH:15]=[CH:16][CH:17]=2)=[O:10])=[CH:7][CH:6]=1)([CH3:4])([CH3:2])[CH3:3]. The catalyst is C(Cl)Cl.CCOCC.O1CCCC1. (4) The reactants are Cl.[NH2:2][CH2:3][C:4]1[N:5]([CH2:28][CH:29]([CH3:31])[CH3:30])[C:6](=[O:27])[C:7]2[C:12]([C:13]=1[C:14]1[CH:19]=[CH:18][CH:17]=[CH:16][CH:15]=1)=[CH:11][C:10]([CH2:20][NH:21][C:22](=[O:26])C(C)C)=[CH:9][CH:8]=2.[C:32](O[C:32]([O:34][C:35]([CH3:38])([CH3:37])[CH3:36])=[O:33])([O:34][C:35]([CH3:38])([CH3:37])[CH3:36])=[O:33]. The catalyst is O1CCCC1. The product is [C:35]([O:34][C:32]([NH:2][CH2:3][C:4]1[N:5]([CH2:28][CH:29]([CH3:31])[CH3:30])[C:6](=[O:27])[C:7]2[C:12]([C:13]=1[C:14]1[CH:15]=[CH:16][CH:17]=[CH:18][CH:19]=1)=[CH:11][C:10]([CH2:20][NH:21][C:22](=[O:26])[O:34][C:35]([CH3:38])([CH3:37])[CH3:36])=[CH:9][CH:8]=2)=[O:33])([CH3:38])([CH3:37])[CH3:36]. The yield is 0.930. (5) The catalyst is CCCCCC.C1(C)C=CC=CC=1. The reactants are C([Li])CCC.Br[C:7]1[CH:12]=[CH:11][CH:10]=[CH:9][N:8]=1.[CH3:13][C:14]1[CH:19]=[CH:18][C:17]([C:20](=[O:28])[CH2:21][CH2:22][N:23]2[CH2:27][CH2:26][CH2:25][CH2:24]2)=[CH:16][CH:15]=1. The yield is 0.805. The product is [CH3:13][C:14]1[CH:15]=[CH:16][C:17]([C:20]([C:7]2[CH:12]=[CH:11][CH:10]=[CH:9][N:8]=2)([OH:28])[CH2:21][CH2:22][N:23]2[CH2:27][CH2:26][CH2:25][CH2:24]2)=[CH:18][CH:19]=1. (6) The reactants are [Br:1][C:2]1[C:3](F)=[C:4]2[C:10]([NH:11][C:12](=[O:21])[C:13]3[CH:18]=[CH:17][C:16]([F:19])=[C:15]([Cl:20])[CH:14]=3)=[CH:9][NH:8][C:5]2=[N:6][CH:7]=1.[NH:23]1[CH2:28][CH2:27][CH2:26][C@@H:25]([NH:29][C:30](=[O:36])[O:31][C:32]([CH3:35])([CH3:34])[CH3:33])[CH2:24]1. The catalyst is CCCCO. The product is [Br:1][C:2]1[C:3]([N:23]2[CH2:28][CH2:27][CH2:26][C@@H:25]([NH:29][C:30](=[O:36])[O:31][C:32]([CH3:34])([CH3:33])[CH3:35])[CH2:24]2)=[C:4]2[C:10]([NH:11][C:12](=[O:21])[C:13]3[CH:18]=[CH:17][C:16]([F:19])=[C:15]([Cl:20])[CH:14]=3)=[CH:9][NH:8][C:5]2=[N:6][CH:7]=1. The yield is 0.310. (7) The reactants are Cl.[NH2:2][C:3]1[N:11]=[C:10]2[C:6]([N:7]=[CH:8][N:9]2[CH2:12][CH2:13][CH:14]([CH2:17][OH:18])[CH2:15][OH:16])=[CH:5][N:4]=1.C(N([CH2:24][CH3:25])CC)C.[C:26](OC(=O)C)(=[O:28])[CH3:27].C[OH:34]. The catalyst is CN(C)C1C=CN=CC=1.ClCCl.CC(O)C. The product is [C:26]([O:16][CH2:15][CH:14]([CH2:17][O:18][C:24](=[O:34])[CH3:25])[CH2:13][CH2:12][N:9]1[CH:8]=[N:7][C:6]2[C:10]1=[N:11][C:3]([NH2:2])=[N:4][CH:5]=2)(=[O:28])[CH3:27]. The yield is 0.700. (8) The reactants are [C:1]([C:4]1[CH:11]=[C:10]([Cl:12])[C:7]([C:8]#[N:9])=[C:6](I)[C:5]=1[O:14][CH2:15][CH3:16])(=[O:3])[CH3:2].[NH:17]1[CH2:21][CH2:20][CH2:19][CH2:18]1.C(=O)([O-])[O-].[Cs+].[Cs+]. The catalyst is CN(C)C=O.C(OCC)(=O)C. The product is [C:1]([C:4]1[CH:11]=[C:10]([Cl:12])[C:7]([C:8]#[N:9])=[C:6]([N:17]2[CH2:21][CH2:20][CH2:19][CH2:18]2)[C:5]=1[O:14][CH2:15][CH3:16])(=[O:3])[CH3:2]. The yield is 0.270. (9) The reactants are [H-].[Na+].[C:3]([O:10][CH2:11][CH3:12])(=[O:9])[C:4]([O:6]CC)=O.[CH2:13]([O:20][C:21]1[CH:26]=[CH:25][CH:24]=[CH:23][C:22]=1[C:27](=[O:29])[CH3:28])[C:14]1[CH:19]=[CH:18][CH:17]=[CH:16][CH:15]=1. The catalyst is C1COCC1. The product is [CH2:11]([O:10][C:3](=[O:9])[C:4](=[O:6])[CH2:28][C:27]([C:22]1[CH:23]=[CH:24][CH:25]=[CH:26][C:21]=1[O:20][CH2:13][C:14]1[CH:19]=[CH:18][CH:17]=[CH:16][CH:15]=1)=[O:29])[CH3:12]. The yield is 0.710. (10) The product is [C:1]1([C:7]2[CH:8]=[C:9]([C:16]3[O:20][N:19]=[C:18]([C:21]4[CH:38]=[CH:37][C:24]([CH2:25][N:26]5[CH2:27][CH:28]([C:30]([OH:32])=[O:31])[CH2:29]5)=[CH:23][CH:22]=4)[N:17]=3)[S:10][C:11]=2[C:12]([F:13])([F:15])[F:14])[CH:2]=[CH:3][CH:4]=[CH:5][CH:6]=1. The reactants are [C:1]1([C:7]2[CH:8]=[C:9]([C:16]3[O:20][N:19]=[C:18]([C:21]4[CH:38]=[CH:37][C:24]([CH2:25][N:26]5[CH2:29][CH:28]([C:30]([O:32]C(C)(C)C)=[O:31])[CH2:27]5)=[CH:23][CH:22]=4)[N:17]=3)[S:10][C:11]=2[C:12]([F:15])([F:14])[F:13])[CH:6]=[CH:5][CH:4]=[CH:3][CH:2]=1. The yield is 0.740. The catalyst is FC(F)(F)C(O)=O.CO.